Task: Predict which catalyst facilitates the given reaction.. Dataset: Catalyst prediction with 721,799 reactions and 888 catalyst types from USPTO (1) Reactant: [CH3:1][C:2]1[N:3]([C:8]2[CH:13]=[CH:12][CH:11]=[C:10]([CH3:14])[N:9]=2)[C:4]([CH3:7])=[CH:5][CH:6]=1.[Li+].[CH3:16][CH:17]([N-]C(C)C)C.C(I)C. Product: [CH3:7][C:4]1[N:3]([C:8]2[CH:13]=[CH:12][CH:11]=[C:10]([CH2:14][CH2:16][CH3:17])[N:9]=2)[C:2]([CH3:1])=[CH:6][CH:5]=1. The catalyst class is: 1. (2) The catalyst class is: 42. Reactant: [CH3:1][CH:2]([CH3:18])[CH2:3][CH:4]([N:8]1[C:16]2[C:11](=[CH:12][CH:13]=[CH:14][CH:15]=2)[CH2:10][C:9]1=[O:17])[C:5]([OH:7])=O.[S:19]1[CH:23]=[CH:22][N:21]=[C:20]1[NH2:24].C(N(CC)C(C)C)(C)C.F[P-](F)(F)(F)(F)F.N1(O[P+](N(C)C)(N(C)C)N(C)C)C2C=CC=CC=2N=N1. Product: [S:19]1[CH:23]=[CH:22][N:21]=[C:20]1[NH:24][C:5](=[O:7])[CH:4]([N:8]1[C:16]2[C:11](=[CH:12][CH:13]=[CH:14][CH:15]=2)[CH2:10][C:9]1=[O:17])[CH2:3][CH:2]([CH3:1])[CH3:18]. (3) Reactant: FC(F)(F)C(O)=O.C(OC(=O)[NH:14][C@@H:15]1[C:23]2[C:18](=[CH:19][CH:20]=[C:21]([N:24]=[C:25]([NH:27][CH2:28][CH2:29][C:30]3[CH:35]=[CH:34][C:33]([F:36])=[C:32]([F:37])[CH:31]=3)[CH3:26])[CH:22]=2)[CH2:17][C@H:16]1[OH:38])(C)(C)C.O=C1CCC(=O)N1O[C:48]([C:50]1[CH:55]=[CH:54][C:53]([C:56]2[CH:61]=[CH:60][CH:59]=[CH:58][CH:57]=2)=[CH:52][C:51]=1[F:62])=[O:49].C(N(CC)CC)C. Product: [F:37][C:32]1[CH:31]=[C:30]([CH:35]=[CH:34][C:33]=1[F:36])[CH2:29][CH2:28][NH:27][C:25](=[N:24][C:21]1[CH:22]=[C:23]2[C:18]([CH2:17][C@@H:16]([OH:38])[C@@H:15]2[NH:14][C:48]([C:50]2[CH:55]=[CH:54][C:53]([C:56]3[CH:57]=[CH:58][CH:59]=[CH:60][CH:61]=3)=[CH:52][C:51]=2[F:62])=[O:49])=[CH:19][CH:20]=1)[CH3:26]. The catalyst class is: 2. (4) Reactant: [C:1](O)(=O)C.[Cl:5][C:6]1[C:29]([Cl:30])=[CH:28][CH:27]=[CH:26][C:7]=1[CH2:8][C:9]1[C:10]([CH3:25])=[N:11][N:12]2[C:17](=[O:18])[CH:16]=[C:15]([C:19]3[CH:24]=[CH:23][N:22]=[CH:21][CH:20]=3)[NH:14][C:13]=12.[CH3:31][Si](C=[N+]=[N-])(C)C. Product: [Cl:5][C:6]1[C:29]([Cl:30])=[CH:28][CH:27]=[CH:26][C:7]=1[CH2:8][C:9]1[C:13]2=[N:14][C:15]([C:19]3[CH:24]=[CH:23][N:22]=[CH:21][CH:20]=3)=[CH:16][C:17](=[O:18])[N:12]2[N:11]([CH3:1])[C:10]=1[CH3:25].[Cl:5][C:6]1[C:29]([Cl:30])=[CH:28][CH:27]=[CH:26][C:7]=1[CH2:8][C:9]1[C:10]([CH3:25])=[N:11][N:12]2[C:17]([O:18][CH3:31])=[CH:16][C:15]([C:19]3[CH:24]=[CH:23][N:22]=[CH:21][CH:20]=3)=[N:14][C:13]=12. The catalyst class is: 98. (5) Reactant: [C:1]([O:5][C:6]1[CH:7]=[C:8]([CH:19]=O)[C:9]2[S:13][C:12]([O:14][CH:15]([CH3:17])[CH3:16])=[N:11][C:10]=2[CH:18]=1)([CH3:4])([CH3:3])[CH3:2].[O:21]1[CH2:25][CH2:24][CH2:23][CH2:22]1. Product: [C:1]([O:5][C:6]1[CH:7]=[C:8]([CH:19]=[CH2:22])[C:9]2[S:13][C:12]([O:14][CH:15]([CH3:16])[CH3:17])=[N:11][C:10]=2[CH:18]=1)([CH3:2])([CH3:3])[CH3:4].[C:22]([O:21][CH2:25][CH3:24])(=[O:5])[CH3:23].[CH3:18][CH2:6][CH2:7][CH:8]([CH3:19])[CH3:9]. The catalyst class is: 4. (6) Reactant: [Br:1][C:2]1[CH:3]=[C:4]([C:9]([OH:11])=[O:10])[C:5](Cl)=[N:6][CH:7]=1.[N:12]1[CH:17]=[CH:16][C:15]([CH:18]([OH:20])[CH3:19])=[CH:14][CH:13]=1.CC(C)([O-])C.[Na+]. Product: [Br:1][C:2]1[CH:3]=[C:4]([C:9]([OH:11])=[O:10])[C:5]([O:20][CH:18]([C:15]2[CH:16]=[CH:17][N:12]=[CH:13][CH:14]=2)[CH3:19])=[N:6][CH:7]=1. The catalyst class is: 107. (7) Reactant: [Li]C(CC)C.Br[C:7]1[C:12]([CH3:13])=[CH:11][C:10]([OH:14])=[CH:9][C:8]=1[CH3:15].[CH:16]([Si:19]([CH:32]([CH3:34])[CH3:33])([CH:29]([CH3:31])[CH3:30])[O:20][C:21]1[CH:28]=[CH:27][C:24]([CH:25]=[O:26])=[CH:23][CH:22]=1)([CH3:18])[CH3:17].C(O)(=O)C. Product: [CH3:15][C:8]1[CH:9]=[C:10]([OH:14])[CH:11]=[C:12]([CH3:13])[C:7]=1[CH:25]([C:24]1[CH:23]=[CH:22][C:21]([O:20][Si:19]([CH:29]([CH3:31])[CH3:30])([CH:32]([CH3:34])[CH3:33])[CH:16]([CH3:17])[CH3:18])=[CH:28][CH:27]=1)[OH:26]. The catalyst class is: 20. (8) Reactant: BrBr.COC1C=CC2C(C)CN(C(=O)C(F)(F)F)CCC=2N=1.C([O-])(O)=O.[Na+].[Br:28][C:29]1[C:46]([O:47][CH3:48])=[N:45][C:32]2[CH2:33][CH2:34][N:35](C(=O)C(F)(F)F)[CH2:36][CH:37]([CH3:38])[C:31]=2[CH:30]=1.C([O-])([O-])=O.[K+].[K+]. Product: [Br:28][C:29]1[C:46]([O:47][CH3:48])=[N:45][C:32]2[CH2:33][CH2:34][NH:35][CH2:36][CH:37]([CH3:38])[C:31]=2[CH:30]=1. The catalyst class is: 191. (9) Reactant: [CH2:1]([NH:3][C:4]([C:6]1[N:11]=[CH:10][C:9]([S:12]([NH:15][C:16]2[CH:31]=[C:30]([F:32])[C:19]([C:20]([O:22]CC3C=CC=CC=3)=[O:21])=[C:18]([F:33])[CH:17]=2)(=[O:14])=[O:13])=[CH:8][CH:7]=1)=[O:5])[CH3:2].[H][H]. Product: [CH2:1]([NH:3][C:4]([C:6]1[N:11]=[CH:10][C:9]([S:12]([NH:15][C:16]2[CH:31]=[C:30]([F:32])[C:19]([C:20]([OH:22])=[O:21])=[C:18]([F:33])[CH:17]=2)(=[O:13])=[O:14])=[CH:8][CH:7]=1)=[O:5])[CH3:2]. The catalyst class is: 129. (10) Reactant: [Cl:1][C:2]1[CH:7]=[CH:6][C:5]([C:8]2([CH2:16][C:17]([O:19][CH2:20][CH3:21])=[O:18])[CH2:11][C:10](OC)([O:12]C)[CH2:9]2)=[CH:4][C:3]=1[N:22]([CH2:30][C:31]1[CH:36]=[CH:35][CH:34]=[CH:33][CH:32]=1)[CH2:23][C:24]1[CH:29]=[CH:28][CH:27]=[CH:26][CH:25]=1.Cl. Product: [Cl:1][C:2]1[CH:7]=[CH:6][C:5]([C:8]2([CH2:16][C:17]([O:19][CH2:20][CH3:21])=[O:18])[CH2:9][C:10](=[O:12])[CH2:11]2)=[CH:4][C:3]=1[N:22]([CH2:30][C:31]1[CH:32]=[CH:33][CH:34]=[CH:35][CH:36]=1)[CH2:23][C:24]1[CH:25]=[CH:26][CH:27]=[CH:28][CH:29]=1. The catalyst class is: 299.